This data is from Forward reaction prediction with 1.9M reactions from USPTO patents (1976-2016). The task is: Predict the product of the given reaction. (1) Given the reactants [C:1]([NH:11][C@@H:12]([C:16]([OH:18])=O)[CH:13]([CH3:15])[CH3:14])([O:3][CH2:4][C:5]1[CH:10]=[CH:9][CH:8]=[CH:7][CH:6]=1)=[O:2].CN1CCOCC1.[NH2:26][CH2:27][C:28]([O:32][CH3:33])([O:30][CH3:31])C, predict the reaction product. The product is: [CH3:31][O:30][CH:28]([O:32][CH3:33])[CH2:27][NH:26][C:16](=[O:18])[C@H:12]([NH:11][C:1](=[O:2])[O:3][CH2:4][C:5]1[CH:6]=[CH:7][CH:8]=[CH:9][CH:10]=1)[CH:13]([CH3:14])[CH3:15]. (2) The product is: [C:12]([O:15][C:5]1[C:6]([O:26][C:23](=[O:25])[CH3:24])=[C:7]([I:17])[CH:8]=[CH:9][C:4]=1[O:3][CH:2]([F:11])[F:1])(=[O:14])[CH3:13]. Given the reactants [F:1][CH:2]([F:11])[O:3][C:4]1[CH:9]=[CH:8][C:7](O)=[CH:6][CH:5]=1.[C:12]([O-:15])(=[O:14])[CH3:13].[Na+].[I:17]([O-])(=O)(=O)=O.[Na+].[C:23]([O:26]C(=O)C)(=[O:25])[CH3:24], predict the reaction product. (3) Given the reactants [OH-].[Na+].[CH2:3]([O:14][C:15]1[CH:16]=[C:17]([CH:22]=[CH:23][CH:24]=1)[C:18]([O:20]C)=[O:19])[CH2:4][CH2:5]/[CH:6]=[CH:7]\[CH2:8][CH2:9][CH2:10][CH2:11][CH2:12][CH3:13], predict the reaction product. The product is: [CH2:3]([O:14][C:15]1[CH:16]=[C:17]([CH:22]=[CH:23][CH:24]=1)[C:18]([OH:20])=[O:19])[CH2:4][CH2:5]/[CH:6]=[CH:7]\[CH2:8][CH2:9][CH2:10][CH2:11][CH2:12][CH3:13]. (4) Given the reactants O[Li].O.[C:4]([C:8]1[CH:12]=[C:11]([C:13]([O:15]CC)=[O:14])[N:10]([C:18]2[CH:19]=[C:20]3[C:25](=[CH:26][CH:27]=2)[N:24]=[C:23]([NH:28][CH3:29])[CH:22]=[CH:21]3)[N:9]=1)([CH3:7])([CH3:6])[CH3:5], predict the reaction product. The product is: [C:4]([C:8]1[CH:12]=[C:11]([C:13]([OH:15])=[O:14])[N:10]([C:18]2[CH:19]=[C:20]3[C:25](=[CH:26][CH:27]=2)[N:24]=[C:23]([NH:28][CH3:29])[CH:22]=[CH:21]3)[N:9]=1)([CH3:7])([CH3:5])[CH3:6]. (5) Given the reactants [OH:1][CH2:2][C@H:3]([N:5]1[C:13]2[C:8](=[C:9]([C:16]([F:19])([F:18])[F:17])[C:10]([C:14]#[N:15])=[CH:11][CH:12]=2)[CH:7]=[C:6]1[CH3:20])[CH3:4].[N:21]1[CH:26]=[CH:25][CH:24]=[CH:23][C:22]=1O, predict the reaction product. The product is: [CH3:20][C:6]1[N:5]([C@H:3]([CH3:4])[CH2:2][O:1][C:22]2[CH:23]=[CH:24][CH:25]=[CH:26][N:21]=2)[C:13]2[C:8]([CH:7]=1)=[C:9]([C:16]([F:19])([F:17])[F:18])[C:10]([C:14]#[N:15])=[CH:11][CH:12]=2. (6) Given the reactants [S:1]1[C:5]2[CH:6]=[CH:7][CH:8]=[CH:9][C:4]=2[CH:3]=[C:2]1[CH2:10]O.CS(OS(C)(=O)=O)(=O)=O.CCN(C(C)C)C(C)C.[N:30]1([C:36]2[CH:43]=[CH:42][CH:41]=[CH:40][C:37]=2[C:38]#[N:39])[CH2:35][CH2:34][NH:33][CH2:32][CH2:31]1, predict the reaction product. The product is: [S:1]1[C:5]2[CH:6]=[CH:7][CH:8]=[CH:9][C:4]=2[CH:3]=[C:2]1[CH2:10][N:33]1[CH2:32][CH2:31][N:30]([C:36]2[CH:43]=[CH:42][CH:41]=[CH:40][C:37]=2[C:38]#[N:39])[CH2:35][CH2:34]1. (7) Given the reactants Cl[C:2]1[CH:3]=[C:4]([N:23]2[CH2:28][CH2:27][O:26][CH2:25][CH2:24]2)[C:5]2[N:6]([CH:8]=[C:9]([C:11]3[CH:12]=[N:13][N:14]([C:17]4[CH:22]=[CH:21][CH:20]=[CH:19][CH:18]=4)[C:15]=3[CH3:16])[N:10]=2)[N:7]=1.C(=O)([O-])[O-].[K+].[K+].O.[NH2:36][NH2:37].[CH3:38][C:39]1[CH:40]=[C:41]([CH:44]=[CH:45][CH:46]=1)[CH:42]=O, predict the reaction product. The product is: [CH3:38][C:39]1[CH:40]=[C:41]([CH:44]=[CH:45][CH:46]=1)[CH:42]=[N:36][NH:37][C:2]1[CH:3]=[C:4]([N:23]2[CH2:28][CH2:27][O:26][CH2:25][CH2:24]2)[C:5]2[N:6]([CH:8]=[C:9]([C:11]3[CH:12]=[N:13][N:14]([C:17]4[CH:22]=[CH:21][CH:20]=[CH:19][CH:18]=4)[C:15]=3[CH3:16])[N:10]=2)[N:7]=1. (8) Given the reactants Br[CH2:2][CH2:3][CH:4]([C:11]1[CH:12]=[C:13]([O:17][CH3:18])[CH:14]=[CH:15][CH:16]=1)[C:5]1[CH:10]=[CH:9][CH:8]=[CH:7][CH:6]=1.[C-:19]#[N:20].[K+], predict the reaction product. The product is: [CH3:18][O:17][C:13]1[CH:12]=[C:11]([CH:4]([C:5]2[CH:10]=[CH:9][CH:8]=[CH:7][CH:6]=2)[CH2:3][CH2:2][C:19]#[N:20])[CH:16]=[CH:15][CH:14]=1.